This data is from Full USPTO retrosynthesis dataset with 1.9M reactions from patents (1976-2016). The task is: Predict the reactants needed to synthesize the given product. (1) Given the product [CH:24]1([C:1]([C:3]2[CH:8]=[CH:7][N:6]=[C:5]([O:9][CH2:10][CH:11]3[CH2:16][CH2:15][N:14]([C:17]([O:19][C:20]([CH3:23])([CH3:22])[CH3:21])=[O:18])[CH2:13][CH2:12]3)[CH:4]=2)=[O:33])[CH2:26][CH2:25]1, predict the reactants needed to synthesize it. The reactants are: [C:1]([C:3]1[CH:8]=[CH:7][N:6]=[C:5]([O:9][CH2:10][CH:11]2[CH2:16][CH2:15][N:14]([C:17]([O:19][C:20]([CH3:23])([CH3:22])[CH3:21])=[O:18])[CH2:13][CH2:12]2)[CH:4]=1)#N.[CH:24]1([Mg]Br)[CH2:26][CH2:25]1.Cl.C1C[O:33]CC1. (2) Given the product [CH3:13][O:14][C:15]1[CH:20]=[CH:19][C:18]([CH:21]([NH:25][C:10]([C:8]2[CH:7]=[CH:6][C:5]3[O:1][CH2:2][O:3][C:4]=3[CH:9]=2)=[O:12])[CH2:22][CH2:23][CH3:24])=[CH:17][CH:16]=1, predict the reactants needed to synthesize it. The reactants are: [O:1]1[C:5]2[CH:6]=[CH:7][C:8]([C:10]([OH:12])=O)=[CH:9][C:4]=2[O:3][CH2:2]1.[CH3:13][O:14][C:15]1[CH:20]=[CH:19][C:18]([CH:21]([NH2:25])[CH2:22][CH2:23][CH3:24])=[CH:17][CH:16]=1. (3) Given the product [F:1][CH:2]([F:24])[O:3][C:4]1[CH:5]=[C:6]([N:10]2[CH:15]=[CH:14][C:13](=[O:16])[C:12]([C:17]3[N:35]([C:30]4[CH:31]=[CH:32][CH:33]=[C:34]5[C:29]=4[CH:28]=[CH:27][CH:26]=[N:25]5)[N:20]=[CH:19][CH:18]=3)=[N:11]2)[CH:7]=[CH:8][CH:9]=1, predict the reactants needed to synthesize it. The reactants are: [F:1][CH:2]([F:24])[O:3][C:4]1[CH:5]=[C:6]([N:10]2[CH:15]=[CH:14][C:13](=[O:16])[C:12]([C:17](=O)/[CH:18]=[CH:19]/[N:20](C)C)=[N:11]2)[CH:7]=[CH:8][CH:9]=1.[N:25]1[C:34]2[C:29](=[C:30]([NH:35]N)[CH:31]=[CH:32][CH:33]=2)[CH:28]=[CH:27][CH:26]=1.